Dataset: Forward reaction prediction with 1.9M reactions from USPTO patents (1976-2016). Task: Predict the product of the given reaction. Given the reactants [C:1]([O:3][CH2:4][CH3:5])#[CH:2].[B]1OC2C(=CC=CC=2)O1.[CH3:15][O:16][C:17](=[O:26])[C:18]1[CH:23]=[CH:22][C:21](Cl)=[N:20][C:19]=1[NH2:25].[OH-].[Na+], predict the reaction product. The product is: [CH3:15][O:16][C:17](=[O:26])[C:18]1[CH:23]=[CH:22][C:21]([CH:2]=[CH:1][O:3][CH2:4][CH3:5])=[N:20][C:19]=1[NH2:25].